This data is from Full USPTO retrosynthesis dataset with 1.9M reactions from patents (1976-2016). The task is: Predict the reactants needed to synthesize the given product. (1) Given the product [Cl:1][C:2]1[C:3]([N:13]2[CH2:18][CH2:17][N:16]([C:20]([NH:19][C:22]3[CH:27]=[CH:26][CH:25]=[CH:24][C:23]=3[CH3:28])=[O:21])[CH2:15][CH2:14]2)=[N:4][CH:5]=[C:6]([CH:12]=1)[C:7]([O:9][CH2:10][CH3:11])=[O:8], predict the reactants needed to synthesize it. The reactants are: [Cl:1][C:2]1[C:3]([N:13]2[CH2:18][CH2:17][NH:16][CH2:15][CH2:14]2)=[N:4][CH:5]=[C:6]([CH:12]=1)[C:7]([O:9][CH2:10][CH3:11])=[O:8].[N:19]([C:22]1[CH:27]=[CH:26][CH:25]=[CH:24][C:23]=1[CH3:28])=[C:20]=[O:21]. (2) Given the product [Cl:1][C:2]1[S:6][C:5]([C:7]([NH:36][C:35]2[C:30]([NH:29][CH2:28][CH:25]3[CH2:26][CH2:27][N:22]([C:19]4[CH:18]=[CH:17][N:16]=[CH:21][CH:20]=4)[CH2:23][CH2:24]3)=[N:31][CH:32]=[CH:33][CH:34]=2)=[O:9])=[CH:4][CH:3]=1, predict the reactants needed to synthesize it. The reactants are: [Cl:1][C:2]1[S:6][C:5]([C:7]([OH:9])=O)=[CH:4][CH:3]=1.C(Cl)(=O)C(Cl)=O.[N:16]1[CH:21]=[CH:20][C:19]([N:22]2[CH2:27][CH2:26][CH:25]([CH2:28][NH:29][C:30]3[C:35]([NH2:36])=[CH:34][CH:33]=[CH:32][N:31]=3)[CH2:24][CH2:23]2)=[CH:18][CH:17]=1. (3) Given the product [CH3:40][C:37]1([CH3:41])[CH2:36][CH2:35][C:34]2[N:33]=[C:32]([CH2:42][NH:43][CH2:54][CH2:55][F:56])[N:31]=[C:30]([N:16]3[CH2:15][C:14]4[CH:20]=[C:10]([C:8]5[CH:9]=[C:4]6[NH:3][C:2]([CH3:1])=[N:21][C:5]6=[N:6][CH:7]=5)[CH:11]=[CH:12][C:13]=4[O:19][CH2:18][CH2:17]3)[C:39]=2[CH2:38]1, predict the reactants needed to synthesize it. The reactants are: [CH3:1][C:2]1[N:3](C(OCC(C)C)=O)[C:4]2[C:5]([N:21]=1)=[N:6][CH:7]=[C:8]([C:10]1[CH:11]=[CH:12][C:13]3[O:19][CH2:18][CH2:17][NH:16][CH2:15][C:14]=3[CH:20]=1)[CH:9]=2.Cl[C:30]1[C:39]2[CH2:38][C:37]([CH3:41])([CH3:40])[CH2:36][CH2:35][C:34]=2[N:33]=[C:32]([CH2:42][N:43]([CH2:54][CH2:55][F:56])C(=O)OCC2C=CC=CC=2)[N:31]=1. (4) The reactants are: [NH2:1][C:2]1[CH:11]=[CH:10][C:9]2[C:8]3=[CH:12][CH:13]=[N:14][N:7]3[CH2:6][CH2:5][C:4]=2[C:3]=1[C:15]([O:17][CH3:18])=[O:16].[Br:19][C:20]1[CH:25]=[C:24]([F:26])[CH:23]=[CH:22][C:21]=1[S:27](Cl)(=[O:29])=[O:28]. Given the product [Br:19][C:20]1[CH:25]=[C:24]([F:26])[CH:23]=[CH:22][C:21]=1[S:27]([NH:1][C:2]1[CH:11]=[CH:10][C:9]2[C:8]3=[CH:12][CH:13]=[N:14][N:7]3[CH2:6][CH2:5][C:4]=2[C:3]=1[C:15]([O:17][CH3:18])=[O:16])(=[O:29])=[O:28], predict the reactants needed to synthesize it. (5) Given the product [CH:1]1([N:6]2[CH2:12][C:11]([F:14])([F:13])[C:10](=[O:15])[N:9]([CH2:16][CH3:17])[C:8]3[CH:18]=[N:19][C:20]([NH:22][C:23]4[CH:31]=[CH:30][C:26]([C:27]([NH2:40])=[O:28])=[CH:25][CH:24]=4)=[N:21][C:7]2=3)[CH2:2][CH2:3][CH2:4][CH2:5]1, predict the reactants needed to synthesize it. The reactants are: [CH:1]1([N:6]2[CH2:12][C:11]([F:14])([F:13])[C:10](=[O:15])[N:9]([CH2:16][CH3:17])[C:8]3[CH:18]=[N:19][C:20]([NH:22][C:23]4[CH:31]=[CH:30][C:26]([C:27](O)=[O:28])=[CH:25][CH:24]=4)=[N:21][C:7]2=3)[CH2:5][CH2:4][CH2:3][CH2:2]1.F[P-](F)(F)(F)(F)F.C[N:40](C(N(C)C)=[N+]1C2C(=NC=CC=2)[N+]([O-])=N1)C.C(N(C(C)C)CC)(C)C.[Cl-].[NH4+]. (6) Given the product [CH3:2][CH2:1][O:3][C:4]1[CH:14]=[C:13]([CH2:15][C:16]([NH:18][C@H:19]([C:24]2[CH:29]=[CH:28][CH:27]=[CH:26][C:25]=2[N:30]2[CH2:35][CH2:34][CH2:33][CH2:32][CH2:31]2)[CH2:20][CH:21]([CH3:23])[CH3:22])=[O:17])[CH:12]=[CH:11][C:5]=1[C:6]([OH:8])=[O:7], predict the reactants needed to synthesize it. The reactants are: [CH2:1]([O:3][C:4]1[CH:14]=[C:13]([CH2:15][C:16]([NH:18][C@H:19]([C:24]2[CH:29]=[CH:28][CH:27]=[CH:26][C:25]=2[N:30]2[CH2:35][CH2:34][CH2:33][CH2:32][CH2:31]2)[CH2:20][CH:21]([CH3:23])[CH3:22])=[O:17])[CH:12]=[CH:11][C:5]=1[C:6]([O:8]CC)=[O:7])[CH3:2].[OH-].[Na+].Cl.